Dataset: M1 muscarinic receptor antagonist screen with 61,756 compounds. Task: Binary Classification. Given a drug SMILES string, predict its activity (active/inactive) in a high-throughput screening assay against a specified biological target. The molecule is Clc1c(C2(N(C)C(=O)c3occc3)CCCCC2=O)cccc1. The result is 0 (inactive).